Dataset: TCR-epitope binding with 47,182 pairs between 192 epitopes and 23,139 TCRs. Task: Binary Classification. Given a T-cell receptor sequence (or CDR3 region) and an epitope sequence, predict whether binding occurs between them. (1) The epitope is FLPRVFSAV. The TCR CDR3 sequence is CASSQGGGPTEAFF. Result: 1 (the TCR binds to the epitope). (2) The epitope is LPAADLDDF. The TCR CDR3 sequence is CASSDRGRETQYF. Result: 1 (the TCR binds to the epitope). (3) The epitope is FLYNLLTRV. The TCR CDR3 sequence is CASSLGRPPSERGAFF. Result: 0 (the TCR does not bind to the epitope). (4) The epitope is ALSKGVHFV. The TCR CDR3 sequence is CASSLAVEVIEETQYF. Result: 1 (the TCR binds to the epitope). (5) The epitope is RPRGEVRFL. The TCR CDR3 sequence is CASSQDETEETQYF. Result: 0 (the TCR does not bind to the epitope). (6) The epitope is KTWGQYWQV. The TCR CDR3 sequence is CASSNVAGDITGELFF. Result: 0 (the TCR does not bind to the epitope). (7) The epitope is IPRRNVATL. The TCR CDR3 sequence is CASILERGANTEAFF. Result: 0 (the TCR does not bind to the epitope).